From a dataset of Catalyst prediction with 721,799 reactions and 888 catalyst types from USPTO. Predict which catalyst facilitates the given reaction. (1) Reactant: [NH2:1][C:2]1[CH:28]=[CH:27][C:5]([CH2:6][C@H:7]2[CH2:11][CH2:10][C@H:9]([C@H:12]([OH:19])[C:13]3[CH:18]=[CH:17][CH:16]=[CH:15][CH:14]=3)[N:8]2[C:20]([O:22][C:23]([CH3:26])([CH3:25])[CH3:24])=[O:21])=[CH:4][CH:3]=1.C1C(=O)N([Br:36])C(=O)C1. Product: [NH2:1][C:2]1[CH:3]=[CH:4][C:5]([CH2:6][C@H:7]2[CH2:11][CH2:10][C@H:9]([C@H:12]([OH:19])[C:13]3[CH:18]=[CH:17][CH:16]=[CH:15][CH:14]=3)[N:8]2[C:20]([O:22][C:23]([CH3:25])([CH3:24])[CH3:26])=[O:21])=[CH:27][C:28]=1[Br:36]. The catalyst class is: 3. (2) The catalyst class is: 27. Product: [ClH:1].[CH2:15]([S:22][C:2]([CH2:4][C:5]1[O:9][C:8]([C:10]([O:12][CH2:13][CH3:14])=[O:11])=[CH:7][CH:6]=1)=[NH:3])[C:16]1[CH:21]=[CH:20][CH:19]=[CH:18][CH:17]=1. Reactant: [ClH:1].[C:2]([CH2:4][C:5]1[O:9][C:8]([C:10]([O:12][CH2:13][CH3:14])=[O:11])=[CH:7][CH:6]=1)#[N:3].[CH2:15]([SH:22])[C:16]1[CH:21]=[CH:20][CH:19]=[CH:18][CH:17]=1. (3) Reactant: [CH3:1][C:2]1[C:3]([N:26]2[CH2:31][CH2:30][CH:29]([CH:32]([CH3:38])[C:33]([O:35]CC)=[O:34])[CH2:28][CH2:27]2)=[N:4][CH:5]=[C:6]([NH:8][C:9]([C:11]2[O:12][C:13]([NH:16][C:17]3[CH:22]=[C:21]([F:23])[C:20]([F:24])=[CH:19][C:18]=3[F:25])=[N:14][N:15]=2)=[O:10])[CH:7]=1.C[Si](C)(C)[O-].[K+].O.Cl. Product: [CH3:1][C:2]1[C:3]([N:26]2[CH2:27][CH2:28][CH:29]([CH:32]([CH3:38])[C:33]([OH:35])=[O:34])[CH2:30][CH2:31]2)=[N:4][CH:5]=[C:6]([NH:8][C:9]([C:11]2[O:12][C:13]([NH:16][C:17]3[CH:22]=[C:21]([F:23])[C:20]([F:24])=[CH:19][C:18]=3[F:25])=[N:14][N:15]=2)=[O:10])[CH:7]=1. The catalyst class is: 1.